Dataset: Catalyst prediction with 721,799 reactions and 888 catalyst types from USPTO. Task: Predict which catalyst facilitates the given reaction. Reactant: [S:1]1[CH:5]=[CH:4][CH:3]=[C:2]1[CH2:6][C:7]([O:9][CH3:10])=[O:8].[Al+3].[Cl-].[Cl-].[Cl-].[Br:15]Br.O. Product: [Br:15][C:4]1[CH:3]=[C:2]([CH2:6][C:7]([O:9][CH3:10])=[O:8])[S:1][CH:5]=1. The catalyst class is: 22.